This data is from Forward reaction prediction with 1.9M reactions from USPTO patents (1976-2016). The task is: Predict the product of the given reaction. (1) Given the reactants I[C:2]1[C:10]2[C:5](=[N:6][CH:7]=[N:8][C:9]=2[NH2:11])[N:4]([CH2:12][CH2:13][CH2:14][N:15]2[CH2:20][CH2:19][O:18][CH2:17][CH2:16]2)[N:3]=1.[CH3:21][O:22][C:23]1[CH:28]=[C:27](B2OC(C)(C)C(C)(C)O2)[CH:26]=[CH:25][C:24]=1[NH:38][C:39]([C:41]1[N:42]([CH3:50])[C:43]2[C:48]([CH:49]=1)=[CH:47][CH:46]=[CH:45][CH:44]=2)=[O:40].C(=O)([O-])[O-].[Na+].[Na+], predict the reaction product. The product is: [NH2:11][C:9]1[N:8]=[CH:7][N:6]=[C:5]2[N:4]([CH2:12][CH2:13][CH2:14][N:15]3[CH2:20][CH2:19][O:18][CH2:17][CH2:16]3)[N:3]=[C:2]([C:27]3[CH:26]=[CH:25][C:24]([NH:38][C:39]([C:41]4[N:42]([CH3:50])[C:43]5[C:48]([CH:49]=4)=[CH:47][CH:46]=[CH:45][CH:44]=5)=[O:40])=[C:23]([O:22][CH3:21])[CH:28]=3)[C:10]=12. (2) Given the reactants [O-]P([O-])([O-])=O.[K+].[K+].[K+].CN(C)P(N(C)C)N(C)C.I[C:20]1[CH:21]=[C:22]([CH3:27])[CH:23]=[C:24]([CH3:26])[CH:25]=1.[CH3:28][NH:29][CH:30]=[O:31].CCCCCCCCCCCC, predict the reaction product. The product is: [CH3:26][C:24]1[CH:25]=[C:20]([N:29]([CH3:28])[CH:30]=[O:31])[CH:21]=[C:22]([CH3:27])[CH:23]=1. (3) Given the reactants [Br:1][C:2]1[CH:7]=[CH:6][C:5]([C:8]2[C:17](=[O:18])[C:16]3[C:11](=[C:12]([CH:21]=[O:22])[C:13]([OH:20])=[C:14]([Cl:19])[CH:15]=3)[O:10][CH:9]=2)=[CH:4][CH:3]=1.Cl.[NH2:24]O, predict the reaction product. The product is: [Br:1][C:2]1[CH:7]=[CH:6][C:5]([C:8]2[CH:9]=[N:24][O:18][C:17]=2[C:16]2[C:11]([OH:10])=[C:12]([C:13]([OH:20])=[C:14]([Cl:19])[CH:15]=2)[CH:21]=[O:22])=[CH:4][CH:3]=1. (4) The product is: [C:1]12([CH2:8][OH:9])[CH2:7][CH:6]1[CH2:5][CH2:4][CH2:3][CH2:2]2. Given the reactants [C:1]12([C:8](O)=[O:9])[CH2:7][CH:6]1[CH2:5][CH2:4][CH2:3][CH2:2]2.B.O1CCCC1, predict the reaction product. (5) Given the reactants [Cl:1][C:2]1[CH:7]=[CH:6][C:5]([C:8]2[N:12]([C:13]3[CH:18]=[CH:17][C:16]([O:19][CH3:20])=[CH:15][CH:14]=3)[N:11]=[C:10]([C:21]3([OH:31])[CH2:30][CH2:29][C:24]4(OCC[O:25]4)[CH2:23][CH2:22]3)[CH:9]=2)=[CH:4][CH:3]=1.[OH-].[Na+], predict the reaction product. The product is: [Cl:1][C:2]1[CH:7]=[CH:6][C:5]([C:8]2[N:12]([C:13]3[CH:14]=[CH:15][C:16]([O:19][CH3:20])=[CH:17][CH:18]=3)[N:11]=[C:10]([C:21]3([OH:31])[CH2:22][CH2:23][C:24](=[O:25])[CH2:29][CH2:30]3)[CH:9]=2)=[CH:4][CH:3]=1. (6) Given the reactants [OH-].[Na+].[CH3:3][O:4][CH2:5][CH2:6][O:7][C:8]1[CH:9]=[C:10]2[C:14](=[CH:15][C:16]=1[O:17][CH2:18][CH2:19][O:20][CH3:21])[C:13](=[O:22])[C:12](=[N:23]O)[CH2:11]2.C1(C)C=CC(S(Cl)(=O)=[O:32])=CC=1, predict the reaction product. The product is: [C:12]([CH2:11][C:10]1[CH:9]=[C:8]([O:7][CH2:6][CH2:5][O:4][CH3:3])[C:16]([O:17][CH2:18][CH2:19][O:20][CH3:21])=[CH:15][C:14]=1[C:13]([OH:22])=[O:32])#[N:23]. (7) Given the reactants [NH2:1][C:2]1[CH:3]=[CH:4][CH:5]=[C:6]2[C:11]=1[C:10](=[O:12])[N:9]([CH3:13])[CH2:8][CH2:7]2.[CH3:14][N:15]1[CH:19]=[C:18]([NH:20][C:21]2[CH:26]=[C:25](I)[C:24]([C:28]([F:31])([F:30])[F:29])=[CH:23][N:22]=2)[C:17]([CH3:32])=[N:16]1.CC1(C)C2C=CC=C(P(C3C=CC=CC=3)C3C=CC=CC=3)C=2OC2C1=CC=CC=2P(C1C=CC=CC=1)C1C=CC=CC=1.C(=O)([O-])[O-].[Cs+].[Cs+], predict the reaction product. The product is: [CH3:14][N:15]1[CH:19]=[C:18]([NH:20][C:21]2[CH:26]=[C:25]([NH:1][C:2]3[CH:3]=[CH:4][CH:5]=[C:6]4[C:11]=3[C:10](=[O:12])[N:9]([CH3:13])[CH2:8][CH2:7]4)[C:24]([C:28]([F:30])([F:29])[F:31])=[CH:23][N:22]=2)[C:17]([CH3:32])=[N:16]1.